From a dataset of Peptide-MHC class I binding affinity with 185,985 pairs from IEDB/IMGT. Regression. Given a peptide amino acid sequence and an MHC pseudo amino acid sequence, predict their binding affinity value. This is MHC class I binding data. (1) The peptide sequence is GSVNVVYTF. The MHC is HLA-B15:03 with pseudo-sequence HLA-B15:03. The binding affinity (normalized) is 0.334. (2) The binding affinity (normalized) is 0.0847. The MHC is HLA-C07:01 with pseudo-sequence HLA-C07:01. The peptide sequence is FQILHDRFF. (3) The peptide sequence is NSFELGVWV. The MHC is HLA-A02:01 with pseudo-sequence HLA-A02:01. The binding affinity (normalized) is 0.353. (4) The peptide sequence is TRQQTSFPF. The MHC is HLA-B57:01 with pseudo-sequence HLA-B57:01. The binding affinity (normalized) is 0.213.